From a dataset of Full USPTO retrosynthesis dataset with 1.9M reactions from patents (1976-2016). Predict the reactants needed to synthesize the given product. (1) Given the product [CH:27]([C@H:30]1[C:34]2=[N:35][CH:36]=[C:37]([C:39]([NH:41][CH2:42][C:43]3[CH:52]=[CH:51][C:46]([C:47]([OH:49])=[O:48])=[CH:45][CH:44]=3)=[O:40])[CH:38]=[C:33]2[CH2:32][N:31]1[CH2:53][C:54]1[CH:55]=[CH:56][C:57]([C:60]([F:62])([F:63])[F:61])=[CH:58][CH:59]=1)([CH3:29])[CH3:28], predict the reactants needed to synthesize it. The reactants are: C([C@H]1C2=NC=C(C(O)=O)C=C2CN1CC1C=CC(C(F)(F)F)=CC=1)(C)C.[CH:27]([C@H:30]1[C:34]2=[N:35][CH:36]=[C:37]([C:39]([NH:41][CH2:42][C:43]3[CH:52]=[CH:51][C:46]([C:47]([O:49]C)=[O:48])=[CH:45][CH:44]=3)=[O:40])[CH:38]=[C:33]2[CH2:32][N:31]1[CH2:53][C:54]1[CH:59]=[CH:58][C:57]([C:60]([F:63])([F:62])[F:61])=[CH:56][CH:55]=1)([CH3:29])[CH3:28]. (2) Given the product [OH:2][C:3]1[CH:29]=[CH:28][C:6]([CH2:7][C:8]2[C:12]3[C:13](=[O:27])[N:14]([C:21]4[CH:26]=[CH:25][CH:24]=[CH:23][CH:22]=4)[C:15]4[N:16]=[CH:17][CH:18]=[CH:19][C:20]=4[C:11]=3[NH:10][N:9]=2)=[CH:5][CH:4]=1, predict the reactants needed to synthesize it. The reactants are: C[O:2][C:3]1[CH:29]=[CH:28][C:6]([CH2:7][C:8]2[C:12]3[C:13](=[O:27])[N:14]([C:21]4[CH:26]=[CH:25][CH:24]=[CH:23][CH:22]=4)[C:15]4[N:16]=[CH:17][CH:18]=[CH:19][C:20]=4[C:11]=3[NH:10][N:9]=2)=[CH:5][CH:4]=1.Br.O. (3) Given the product [Cl:26][C:23]1[CH:22]=[CH:21][C:20]([N:15]2[C:14]([C:27]3[CH:32]=[CH:31][CH:30]=[CH:29][C:28]=3[Cl:33])=[N:13][C:12]3[C:16]2=[N:17][CH:18]=[N:19][C:11]=3[N:8]2[CH2:9][CH2:10][C:5]([CH2:3][OH:2])([NH:34][CH3:35])[CH2:6][CH2:7]2)=[CH:25][CH:24]=1, predict the reactants needed to synthesize it. The reactants are: C[O:2][C:3]([C:5]1([NH:34][CH3:35])[CH2:10][CH2:9][N:8]([C:11]2[N:19]=[CH:18][N:17]=[C:16]3[C:12]=2[N:13]=[C:14]([C:27]2[CH:32]=[CH:31][CH:30]=[CH:29][C:28]=2[Cl:33])[N:15]3[C:20]2[CH:25]=[CH:24][C:23]([Cl:26])=[CH:22][CH:21]=2)[CH2:7][CH2:6]1)=O.[H-].C([Al+]CC(C)C)C(C)C. (4) The reactants are: [Br:1][C:2]1[CH:10]=[CH:9][C:5]([C:6]([OH:8])=O)=[CH:4][CH:3]=1.F[P-](F)(F)(F)(F)F.N1C2C=CC=C(O[P+](N3CCCC3)(N3CCCC3)N3CCCC3)C=2N=N1.[NH2:44][C:45]1[CH:50]=[CH:49][CH:48]=[CH:47][C:46]=1[NH:51][C:52](=[O:65])[C:53]1[CH:58]=[CH:57][C:56]([CH:59]2[CH2:64][CH2:63][NH:62][CH2:61][CH2:60]2)=[CH:55][CH:54]=1. Given the product [NH2:44][C:45]1[CH:50]=[CH:49][CH:48]=[CH:47][C:46]=1[NH:51][C:52](=[O:65])[C:53]1[CH:58]=[CH:57][C:56]([CH:59]2[CH2:64][CH2:63][N:62]([C:6](=[O:8])[C:5]3[CH:4]=[CH:3][C:2]([Br:1])=[CH:10][CH:9]=3)[CH2:61][CH2:60]2)=[CH:55][CH:54]=1, predict the reactants needed to synthesize it. (5) Given the product [C:15]([O:20][CH:11]1[C@:10]([O:21][C:18](=[O:19])[CH3:13])([CH2:9][O:8][CH2:1][C:2]2[CH:3]=[CH:4][CH:5]=[CH:6][CH:7]=2)[C@@H:15]([O:16][C:11](=[O:12])[CH3:10])[C@H:14]([O:17][C:1](=[O:8])[CH3:2])[C@@H:13]([CH2:18][O:19][C:26](=[O:27])[CH3:28])[O:12]1)(=[O:16])[CH3:14], predict the reactants needed to synthesize it. The reactants are: [CH2:1]([O:8][CH2:9][C@:10]1([OH:21])[C@@H:15]([OH:16])[C@H:14]([OH:17])[C@@H:13]([CH2:18][OH:19])[O:12][CH:11]1[OH:20])[C:2]1[CH:7]=[CH:6][CH:5]=[CH:4][CH:3]=1.CC(O[C:26]([CH3:28])=[O:27])=O. (6) Given the product [N:5]1([C:4]2[CH:6]=[CH:7][C:8]([O:10][CH3:11])=[CH:9][C:3]=2[O:2][CH3:1])[CH2:16][CH2:15][CH2:14][CH2:13]1, predict the reactants needed to synthesize it. The reactants are: [CH3:1][O:2][C:3]1[CH:9]=[C:8]([O:10][CH3:11])[CH:7]=[CH:6][C:4]=1[NH2:5].Br[CH2:13][CH2:14][CH2:15][CH2:16]Br.C(=O)([O-])[O-].[K+].[K+]. (7) Given the product [CH3:38][O:37][C:36](=[O:39])[NH:35][C:33]1[S:34][C:30]([C:28]2[NH:50][C:24]([CH:19]3[N:18]4[C:22](=[CH:23][C:15]([C:13]5[CH:14]=[C:9]([Cl:8])[CH:10]=[CH:11][C:12]=5[N:41]5[CH:45]=[N:44][N:43]=[N:42]5)=[CH:16][C:17]4=[O:40])[CH2:21][CH2:20]3)=[N:26][CH:27]=2)=[CH:31][CH:32]=1, predict the reactants needed to synthesize it. The reactants are: C1(C)C=CC=CC=1.[Cl:8][C:9]1[CH:10]=[CH:11][C:12]([N:41]2[CH:45]=[N:44][N:43]=[N:42]2)=[C:13]([C:15]2[CH:23]=[C:22]3[N:18]([CH:19]([C:24]([NH:26][CH2:27][C:28]([C:30]4[S:34][C:33]([NH:35][C:36](=[O:39])[O:37][CH3:38])=[CH:32][CH:31]=4)=O)=O)[CH2:20][CH2:21]3)[C:17](=[O:40])[CH:16]=2)[CH:14]=1.C([O-])(=O)C.[NH4+:50].C(=O)([O-])O.[Na+]. (8) Given the product [CH:55]12[O:58][CH:51]([CH2:57][CH2:56]1)[CH2:52][N:53]([CH2:10][CH2:11][NH:12][C@:13]13[CH2:47][CH2:46][C@@H:45]([C:48]([CH3:50])=[CH2:49])[C@@H:14]1[C@@H:15]1[C@@:28]([CH3:31])([CH2:29][CH2:30]3)[C@@:27]3([CH3:32])[C@@H:18]([C@:19]4([CH3:44])[C@@H:24]([CH2:25][CH2:26]3)[C:23]([CH3:33])([CH3:34])[C:22]([C:35]3[CH:43]=[CH:42][C:38]([C:39]([OH:41])=[O:40])=[CH:37][CH:36]=3)=[CH:21][CH2:20]4)[CH2:17][CH2:16]1)[CH2:54]2, predict the reactants needed to synthesize it. The reactants are: [C@@H]12N([CH2:10][CH2:11][NH:12][C@:13]34[CH2:47][CH2:46][C@@H:45]([C:48]([CH3:50])=[CH2:49])[C@@H:14]3[C@@H:15]3[C@@:28]([CH3:31])([CH2:29][CH2:30]4)[C@@:27]4([CH3:32])[C@@H:18]([C@:19]5([CH3:44])[C@@H:24]([CH2:25][CH2:26]4)[C:23]([CH3:34])([CH3:33])[C:22]([C:35]4[CH:43]=[CH:42][C:38]([C:39]([OH:41])=[O:40])=[CH:37][CH:36]=4)=[CH:21][CH2:20]5)[CH2:17][CH2:16]3)[C@@H](CCC1)COC2.[C@@H:51]12[O:58][C@@H:55]([CH2:56][CH2:57]1)[CH2:54][NH:53][CH2:52]2. (9) Given the product [CH3:1][NH:2][CH2:3][C@H:4]([OH:13])[C:5]1[CH:6]=[CH:7][C:8]([OH:12])=[C:9]([OH:11])[CH:10]=1, predict the reactants needed to synthesize it. The reactants are: [CH3:1][NH:2][CH2:3][C@H:4]([OH:13])[C:5]1[CH:6]=[CH:7][C:8]([OH:12])=[C:9]([OH:11])[CH:10]=1.Cl.[Cl-].[Na+]. (10) Given the product [C:1]1([C:13](=[O:18])[C:14]([OH:16])=[O:15])[C:11]2=[C:12]3[C:7](=[CH:8][CH:9]=[CH:10]2)[CH2:6][CH2:5][CH2:4][N:3]3[CH:2]=1, predict the reactants needed to synthesize it. The reactants are: [C:1]1([C:13](=[O:18])[C:14]([O:16]C)=[O:15])[C:11]2=[C:12]3[C:7](=[CH:8][CH:9]=[CH:10]2)[CH2:6][CH2:5][CH2:4][N:3]3[CH:2]=1.[OH-].[Li+].